Task: Predict the reaction yield, written as a fraction of the theoretical maximum amount of product (1.0 means a 100% yield; for example, 0.34 means a 34% yield).. Dataset: Reaction yield outcomes from USPTO patents with 853,638 reactions (1) The reactants are [Cl:1][C:2]1[N:7]=[C:6]([NH2:8])[CH:5]=[N:4][CH:3]=1.[C:9](Cl)(=[O:11])[CH3:10]. The catalyst is C(Cl)Cl.O. The product is [Cl:1][C:2]1[N:7]=[C:6]([NH:8][C:9](=[O:11])[CH3:10])[CH:5]=[N:4][CH:3]=1. The yield is 0.529. (2) The reactants are [NH2:1][C:2]1[CH:7]=[C:6]([N+:8]([O-:10])=[O:9])[CH:5]=[CH:4][C:3]=1[OH:11].O(CC)[C:13]([S-])=[S:14].[K+]. The catalyst is C(O)C. The product is [SH:14][C:13]1[O:11][C:3]2[CH:4]=[CH:5][C:6]([N+:8]([O-:10])=[O:9])=[CH:7][C:2]=2[N:1]=1. The yield is 0.760. (3) The reactants are Cl.[F:2][C:3]1[C:13]([F:14])=[C:7]([C:8]([O:10]CC)=O)[C:6]([NH2:15])=[CH:5][CH:4]=1.[C:16]([C:18]([O:20][CH2:21][CH3:22])=[O:19])#[N:17]. The catalyst is Cl.C(O)(=O)C. The product is [F:14][C:13]1[C:3]([F:2])=[CH:4][CH:5]=[C:6]2[C:7]=1[C:8](=[O:10])[NH:17][C:16]([C:18]([O:20][CH2:21][CH3:22])=[O:19])=[N:15]2. The yield is 0.820. (4) The reactants are [C:1]([O:5][C:6]([N:8]([CH:22]([CH3:24])[CH3:23])[CH2:9][CH:10]([C:15]1[CH:20]=[CH:19][C:18]([Cl:21])=[CH:17][CH:16]=1)[C:11]([O:13]C)=[O:12])=[O:7])([CH3:4])([CH3:3])[CH3:2].O([Si](C)(C)C)[K:26]. The catalyst is C1COCC1. The product is [C:1]([O:5][C:6]([N:8]([CH:22]([CH3:24])[CH3:23])[CH2:9][CH:10]([C:15]1[CH:20]=[CH:19][C:18]([Cl:21])=[CH:17][CH:16]=1)[C:11]([O-:13])=[O:12])=[O:7])([CH3:3])([CH3:4])[CH3:2].[K+:26]. The yield is 1.05. (5) The reactants are Br[C:2]1[CH:11]=[CH:10][C:5]([C:6]([O:8][CH3:9])=[O:7])=[CH:4][C:3]=1[N+:12]([O-:14])=[O:13].[C:15]1([CH3:24])[CH:20]=[CH:19][CH:18]=[CH:17][C:16]=1B(O)O.C(=O)([O-])[O-].[K+].[K+]. The catalyst is C1(C)C=CC=CC=1.O.C1C=CC([P]([Pd]([P](C2C=CC=CC=2)(C2C=CC=CC=2)C2C=CC=CC=2)([P](C2C=CC=CC=2)(C2C=CC=CC=2)C2C=CC=CC=2)[P](C2C=CC=CC=2)(C2C=CC=CC=2)C2C=CC=CC=2)(C2C=CC=CC=2)C2C=CC=CC=2)=CC=1. The product is [CH3:24][C:15]1[CH:20]=[CH:19][CH:18]=[CH:17][C:16]=1[C:2]1[CH:11]=[CH:10][C:5]([C:6]([O:8][CH3:9])=[O:7])=[CH:4][C:3]=1[N+:12]([O-:14])=[O:13]. The yield is 0.790. (6) The reactants are [NH:1]1[C:9]2[C:4](=[CH:5][CH:6]=[CH:7][C:8]=2[C:10]([OH:12])=O)[CH:3]=[CH:2]1.CN(C(ON1N=NC2C=CC=CC1=2)=[N+](C)C)C.[B-](F)(F)(F)F.C(N(CC)C(C)C)(C)C.[C:44]([C:48]1[CH:65]=[CH:64][C:51]([CH2:52][NH:53][CH2:54][CH:55]([C:57]2[CH:62]=[CH:61][C:60]([F:63])=[CH:59][CH:58]=2)[OH:56])=[CH:50][CH:49]=1)([CH3:47])([CH3:46])[CH3:45]. The catalyst is CN(C=O)C.O. The product is [C:44]([C:48]1[CH:65]=[CH:64][C:51]([CH2:52][N:53]([CH2:54][CH:55]([C:57]2[CH:58]=[CH:59][C:60]([F:63])=[CH:61][CH:62]=2)[OH:56])[C:10]([C:8]2[CH:7]=[CH:6][CH:5]=[C:4]3[C:9]=2[NH:1][CH:2]=[CH:3]3)=[O:12])=[CH:50][CH:49]=1)([CH3:47])([CH3:45])[CH3:46]. The yield is 0.660. (7) The reactants are [Br:1][C:2]1[CH:3]=[C:4]2[C:8](=[N:9][CH:10]=1)[NH:7][CH2:6][CH2:5]2. The catalyst is C1(C)C=CC=CC=1.[O-2].[Mn+4].[O-2]. The product is [Br:1][C:2]1[CH:3]=[C:4]2[C:8](=[N:9][CH:10]=1)[NH:7][CH:6]=[CH:5]2. The yield is 0.780.